Dataset: Full USPTO retrosynthesis dataset with 1.9M reactions from patents (1976-2016). Task: Predict the reactants needed to synthesize the given product. (1) Given the product [C:6]([C:8]1[CH:9]=[C:10]([N:15]2[C:21]([CH3:22])=[CH:20][C:19]([C:18]([F:26])([F:25])[F:17])=[N:16]2)[CH:11]=[CH:12][C:13]=1[F:14])#[N:7], predict the reactants needed to synthesize it. The reactants are: [Sn](Cl)(Cl)(Cl)Cl.[C:6]([C:8]1[CH:9]=[C:10]([NH:15][NH2:16])[CH:11]=[CH:12][C:13]=1[F:14])#[N:7].[F:17][C:18]([F:26])([F:25])[C:19](=O)[CH2:20][C:21](=O)[CH3:22]. (2) Given the product [Cl:35][C:7]1[CH:2]=[C:3]([NH:8][C:9](=[S:34])[NH:10][C:11]2[CH:16]=[CH:15][C:14]([C:17]3[CH:25]=[C:24]4[C:20]([CH2:21][N:22]([C@@H:27]([CH:31]([CH3:33])[CH3:32])[C:28]([OH:30])=[O:29])[C:23]4=[O:26])=[CH:19][CH:18]=3)=[CH:13][CH:12]=2)[CH:4]=[CH:5][CH:6]=1, predict the reactants needed to synthesize it. The reactants are: F[C:2]1[CH:7]=[CH:6][CH:5]=[CH:4][C:3]=1[NH:8][C:9](=[S:34])[NH:10][C:11]1[CH:16]=[CH:15][C:14]([C:17]2[CH:25]=[C:24]3[C:20]([CH2:21][N:22]([C@@H:27]([CH:31]([CH3:33])[CH3:32])[C:28]([OH:30])=[O:29])[C:23]3=[O:26])=[CH:19][CH:18]=2)=[CH:13][CH:12]=1.[Cl:35]C1C=CC(NC(=S)NC2C=CC(C3C=C4C(CN([C@@H](C(C)C)C(OC)=O)C4=O)=CC=3)=CC=2)=CC=1. (3) Given the product [N+:9]([C:4]1[CH:3]=[C:2]([B:15]2[O:16][C:17]([CH3:19])([CH3:18])[C:13]([CH3:29])([CH3:12])[O:14]2)[CH:8]=[CH:7][C:5]=1[NH2:6])([O-:11])=[O:10], predict the reactants needed to synthesize it. The reactants are: Br[C:2]1[CH:8]=[CH:7][C:5]([NH2:6])=[C:4]([N+:9]([O-:11])=[O:10])[CH:3]=1.[CH3:12][C:13]1([CH3:29])[C:17]([CH3:19])([CH3:18])[O:16][B:15]([B:15]2[O:16][C:17]([CH3:19])([CH3:18])[C:13]([CH3:29])([CH3:12])[O:14]2)[O:14]1.C([O-])(=O)C.[K+]. (4) Given the product [NH2:27][C:11]1[N:10]=[C:9]([O:8][CH2:7][CH:1]2[CH2:2][CH2:3][CH2:4][CH2:5][CH2:6]2)[N:17]=[C:16]2[C:12]=1[NH:13][C:14](=[O:25])[N:15]2[CH2:18][CH:19]1[CH2:20][CH2:21][O:22][CH2:23][CH2:24]1, predict the reactants needed to synthesize it. The reactants are: [CH:1]1([CH2:7][O:8][C:9]2[N:17]=[C:16]3[C:12]([N:13]=[C:14]([O:25]C)[N:15]3[CH2:18][CH:19]3[CH2:24][CH2:23][O:22][CH2:21][CH2:20]3)=[C:11]([NH2:27])[N:10]=2)[CH2:6][CH2:5][CH2:4][CH2:3][CH2:2]1.Cl.[OH-].[Na+]. (5) The reactants are: CO[C:3]([C:5]1[C:6](=[O:17])[O:7][C:8]2[C:13]([C:14]=1[OH:15])=[CH:12][CH:11]=[C:10]([Br:16])[CH:9]=2)=[O:4].[Na+].[NH2:19][CH2:20][C:21]([O-:23])=[O:22]. Given the product [Br:16][C:10]1[CH:9]=[C:8]2[C:13]([C:14]([OH:15])=[C:5]([C:3]([NH:19][CH2:20][C:21]([OH:23])=[O:22])=[O:4])[C:6](=[O:17])[O:7]2)=[CH:12][CH:11]=1, predict the reactants needed to synthesize it. (6) Given the product [NH:8]=[C:9]1[N:13]([CH:14]([CH3:20])[C:15]([O:17][CH2:18][CH3:19])=[O:16])[C:12]2[CH:21]=[CH:22][CH:23]=[CH:24][C:11]=2[S:10]1, predict the reactants needed to synthesize it. The reactants are: C(OC([N:8]=[C:9]1[N:13]([CH:14]([CH3:20])[C:15]([O:17][CH2:18][CH3:19])=[O:16])[C:12]2[CH:21]=[CH:22][CH:23]=[CH:24][C:11]=2[S:10]1)=O)(C)(C)C.Cl.